This data is from Full USPTO retrosynthesis dataset with 1.9M reactions from patents (1976-2016). The task is: Predict the reactants needed to synthesize the given product. (1) The reactants are: CC(C)=[CH:3][SiH2:4][CH2:5][CH2:6][SiH2:7][CH:8]=[C:9]([CH3:11])[CH3:10].[CH3:13][C:14]([O:19][Si:20]([CH3:23])([CH3:22])[CH3:21])([CH2:17][CH3:18])[C:15]#[CH:16].[C:24]1(C)C=CC=CC=1. Given the product [CH3:13][C:14]([O:19][Si:20]([CH3:22])([CH3:23])[CH3:21])([CH2:17][CH3:18])[C:15]#[C:16][Si:4]([CH3:3])([CH3:24])[CH2:5][CH2:6][SiH2:7][CH:8]=[C:9]([CH3:10])[CH3:11], predict the reactants needed to synthesize it. (2) Given the product [NH2:19][C:10]1[C:9]2[N:8]=[C:7]([CH2:20][CH3:21])[N:6]([CH2:5][CH2:4][CH2:3][CH2:2][NH:1][C:34]([CH:29]3[CH2:33][CH2:32][CH2:31][CH2:30]3)=[O:35])[C:18]=2[C:17]2[CH:16]=[CH:15][CH:14]=[CH:13][C:12]=2[N:11]=1, predict the reactants needed to synthesize it. The reactants are: [NH2:1][CH2:2][CH2:3][CH2:4][CH2:5][N:6]1[C:18]2[C:17]3[CH:16]=[CH:15][CH:14]=[CH:13][C:12]=3[N:11]=[C:10]([NH2:19])[C:9]=2[N:8]=[C:7]1[CH2:20][CH3:21].C(N(CC)CC)C.[CH:29]1([C:34](Cl)=[O:35])[CH2:33][CH2:32][CH2:31][CH2:30]1. (3) Given the product [CH3:5][CH2:6][C:7]([CH2:9][CH2:10]/[CH:11]=[C:12](/[CH2:14][CH2:15][CH:16]=[C:17]([CH3:18])[CH3:19])\[CH3:13])=[CH2:8].[CH2:1]=[CH:2][CH:3]=[CH2:4], predict the reactants needed to synthesize it. The reactants are: [CH2:1]=[CH:2][CH:3]=[CH2:4].[CH3:5][CH2:6][C:7]([CH2:9][CH2:10]/[CH:11]=[C:12](/[CH2:14][CH2:15][CH:16]=[C:17]([CH3:19])[CH3:18])\[CH3:13])=[CH2:8]. (4) Given the product [OH:7][NH:8][C:9](=[O:39])[CH2:10][C@@:11]1([C:26]2[S:27][C:28]([C:31]3[CH:36]=[CH:35][C:34]([CH2:37][CH3:38])=[CH:33][CH:32]=3)=[CH:29][CH:30]=2)[S:17](=[O:18])(=[O:19])[CH2:16][CH2:15][N:14]([S:20]([CH2:23][CH2:24][CH3:25])(=[O:22])=[O:21])[CH2:13][CH2:12]1, predict the reactants needed to synthesize it. The reactants are: O1CCCCC1[O:7][NH:8][C:9](=[O:39])[CH2:10][C@@:11]1([C:26]2[S:27][C:28]([C:31]3[CH:36]=[CH:35][C:34]([CH2:37][CH3:38])=[CH:33][CH:32]=3)=[CH:29][CH:30]=2)[S:17](=[O:19])(=[O:18])[CH2:16][CH2:15][N:14]([S:20]([CH2:23][CH2:24][CH3:25])(=[O:22])=[O:21])[CH2:13][CH2:12]1.O.C1(C)C(S(O)(=O)=O)=CC=CC=1. (5) Given the product [C:8]([O:7][C:6](=[O:12])[N:5]([C@H:2]([C:3]1[CH:4]=[N:26][NH:25][N:24]=1)[CH3:1])[CH2:13][CH2:14][CH2:15][NH:16][C:17]([O:19][C:20]([CH3:22])([CH3:21])[CH3:23])=[O:18])([CH3:9])([CH3:10])[CH3:11], predict the reactants needed to synthesize it. The reactants are: [CH3:1][C@H:2]([N:5]([CH2:13][CH2:14][CH2:15][NH:16][C:17]([O:19][C:20]([CH3:23])([CH3:22])[CH3:21])=[O:18])[C:6](=[O:12])[O:7][C:8]([CH3:11])([CH3:10])[CH3:9])[C:3]#[CH:4].[N:24]([Si](C)(C)C)=[N+:25]=[N-:26].